This data is from NCI-60 drug combinations with 297,098 pairs across 59 cell lines. The task is: Regression. Given two drug SMILES strings and cell line genomic features, predict the synergy score measuring deviation from expected non-interaction effect. (1) Drug 1: CC1=C2C(C(=O)C3(C(CC4C(C3C(C(C2(C)C)(CC1OC(=O)C(C(C5=CC=CC=C5)NC(=O)C6=CC=CC=C6)O)O)OC(=O)C7=CC=CC=C7)(CO4)OC(=O)C)O)C)OC(=O)C. Drug 2: CC1C(C(CC(O1)OC2CC(CC3=C2C(=C4C(=C3O)C(=O)C5=C(C4=O)C(=CC=C5)OC)O)(C(=O)CO)O)N)O.Cl. Cell line: T-47D. Synergy scores: CSS=35.2, Synergy_ZIP=-9.51, Synergy_Bliss=-13.0, Synergy_Loewe=-6.75, Synergy_HSA=-5.35. (2) Drug 1: CC(C1=C(C=CC(=C1Cl)F)Cl)OC2=C(N=CC(=C2)C3=CN(N=C3)C4CCNCC4)N. Drug 2: CC12CCC3C(C1CCC2=O)CC(=C)C4=CC(=O)C=CC34C. Cell line: EKVX. Synergy scores: CSS=32.2, Synergy_ZIP=1.38, Synergy_Bliss=-3.45, Synergy_Loewe=-4.51, Synergy_HSA=-2.69. (3) Cell line: SK-MEL-5. Drug 1: C1=C(C(=O)NC(=O)N1)N(CCCl)CCCl. Drug 2: CN(CCCl)CCCl.Cl. Synergy scores: CSS=16.2, Synergy_ZIP=-9.39, Synergy_Bliss=0.587, Synergy_Loewe=-3.02, Synergy_HSA=-1.77. (4) Drug 1: CC1CCC2CC(C(=CC=CC=CC(CC(C(=O)C(C(C(=CC(C(=O)CC(OC(=O)C3CCCCN3C(=O)C(=O)C1(O2)O)C(C)CC4CCC(C(C4)OC)O)C)C)O)OC)C)C)C)OC. Drug 2: C(CCl)NC(=O)N(CCCl)N=O. Cell line: SR. Synergy scores: CSS=47.7, Synergy_ZIP=3.20, Synergy_Bliss=3.38, Synergy_Loewe=-3.58, Synergy_HSA=3.84. (5) Drug 1: CN(C(=O)NC(C=O)C(C(C(CO)O)O)O)N=O. Drug 2: COC1=C2C(=CC3=C1OC=C3)C=CC(=O)O2. Cell line: K-562. Synergy scores: CSS=-7.02, Synergy_ZIP=5.27, Synergy_Bliss=4.45, Synergy_Loewe=-3.64, Synergy_HSA=-2.52. (6) Drug 1: C1=CC(=CC=C1C#N)C(C2=CC=C(C=C2)C#N)N3C=NC=N3. Drug 2: CC1=C(C(CCC1)(C)C)C=CC(=CC=CC(=CC(=O)O)C)C. Cell line: DU-145. Synergy scores: CSS=-6.82, Synergy_ZIP=5.27, Synergy_Bliss=4.26, Synergy_Loewe=-1.21, Synergy_HSA=-3.02. (7) Drug 1: C#CCC(CC1=CN=C2C(=N1)C(=NC(=N2)N)N)C3=CC=C(C=C3)C(=O)NC(CCC(=O)O)C(=O)O. Drug 2: CS(=O)(=O)OCCCCOS(=O)(=O)C. Cell line: K-562. Synergy scores: CSS=28.9, Synergy_ZIP=-0.870, Synergy_Bliss=-1.99, Synergy_Loewe=-58.8, Synergy_HSA=-2.09. (8) Drug 1: C1CC(=O)NC(=O)C1N2CC3=C(C2=O)C=CC=C3N. Drug 2: CC1=CC2C(CCC3(C2CCC3(C(=O)C)OC(=O)C)C)C4(C1=CC(=O)CC4)C. Cell line: SK-MEL-2. Synergy scores: CSS=1.54, Synergy_ZIP=-0.146, Synergy_Bliss=2.72, Synergy_Loewe=0.247, Synergy_HSA=0.234. (9) Drug 1: C1CC(C1)(C(=O)O)C(=O)O.[NH2-].[NH2-].[Pt+2]. Drug 2: C1=CC=C(C(=C1)C(C2=CC=C(C=C2)Cl)C(Cl)Cl)Cl. Cell line: SF-539. Synergy scores: CSS=10.6, Synergy_ZIP=3.22, Synergy_Bliss=9.12, Synergy_Loewe=-0.601, Synergy_HSA=3.34.